From a dataset of NCI-60 drug combinations with 297,098 pairs across 59 cell lines. Regression. Given two drug SMILES strings and cell line genomic features, predict the synergy score measuring deviation from expected non-interaction effect. (1) Drug 1: CCC1=CC2CC(C3=C(CN(C2)C1)C4=CC=CC=C4N3)(C5=C(C=C6C(=C5)C78CCN9C7C(C=CC9)(C(C(C8N6C)(C(=O)OC)O)OC(=O)C)CC)OC)C(=O)OC.C(C(C(=O)O)O)(C(=O)O)O. Drug 2: C1=NC2=C(N1)C(=S)N=C(N2)N. Cell line: HCT116. Synergy scores: CSS=62.9, Synergy_ZIP=-0.641, Synergy_Bliss=-2.87, Synergy_Loewe=-3.47, Synergy_HSA=-1.41. (2) Drug 1: CN(C)C1=NC(=NC(=N1)N(C)C)N(C)C. Drug 2: COC1=NC(=NC2=C1N=CN2C3C(C(C(O3)CO)O)O)N. Cell line: T-47D. Synergy scores: CSS=-7.29, Synergy_ZIP=2.01, Synergy_Bliss=-2.71, Synergy_Loewe=-6.24, Synergy_HSA=-6.12. (3) Drug 1: CN(C)C1=NC(=NC(=N1)N(C)C)N(C)C. Drug 2: C1CN(CCN1C(=O)CCBr)C(=O)CCBr. Cell line: NCIH23. Synergy scores: CSS=31.6, Synergy_ZIP=-7.76, Synergy_Bliss=-0.865, Synergy_Loewe=-36.7, Synergy_HSA=-3.33. (4) Drug 1: COC1=CC(=CC(=C1O)OC)C2C3C(COC3=O)C(C4=CC5=C(C=C24)OCO5)OC6C(C(C7C(O6)COC(O7)C8=CC=CS8)O)O. Drug 2: C1=NC(=NC(=O)N1C2C(C(C(O2)CO)O)O)N. Cell line: K-562. Synergy scores: CSS=58.3, Synergy_ZIP=-1.36, Synergy_Bliss=-1.05, Synergy_Loewe=5.27, Synergy_HSA=7.74. (5) Drug 1: CC(CN1CC(=O)NC(=O)C1)N2CC(=O)NC(=O)C2. Drug 2: CC1C(C(CC(O1)OC2CC(CC3=C2C(=C4C(=C3O)C(=O)C5=CC=CC=C5C4=O)O)(C(=O)C)O)N)O. Cell line: HT29. Synergy scores: CSS=37.4, Synergy_ZIP=-6.74, Synergy_Bliss=-8.49, Synergy_Loewe=-6.05, Synergy_HSA=-4.22. (6) Drug 1: C(=O)(N)NO. Drug 2: CN(CC1=CN=C2C(=N1)C(=NC(=N2)N)N)C3=CC=C(C=C3)C(=O)NC(CCC(=O)O)C(=O)O. Cell line: OVCAR-5. Synergy scores: CSS=37.9, Synergy_ZIP=-2.34, Synergy_Bliss=0.800, Synergy_Loewe=-30.3, Synergy_HSA=0.378. (7) Drug 1: COC1=C(C=C2C(=C1)N=CN=C2NC3=CC(=C(C=C3)F)Cl)OCCCN4CCOCC4. Drug 2: CS(=O)(=O)CCNCC1=CC=C(O1)C2=CC3=C(C=C2)N=CN=C3NC4=CC(=C(C=C4)OCC5=CC(=CC=C5)F)Cl. Cell line: HL-60(TB). Synergy scores: CSS=11.7, Synergy_ZIP=6.42, Synergy_Bliss=11.5, Synergy_Loewe=2.62, Synergy_HSA=3.47. (8) Drug 1: CC1=C(C(CCC1)(C)C)C=CC(=CC=CC(=CC(=O)O)C)C. Drug 2: COCCOC1=C(C=C2C(=C1)C(=NC=N2)NC3=CC=CC(=C3)C#C)OCCOC.Cl. Cell line: ACHN. Synergy scores: CSS=21.8, Synergy_ZIP=1.82, Synergy_Bliss=1.30, Synergy_Loewe=3.97, Synergy_HSA=6.06. (9) Drug 1: C1=CC(=CC=C1CC(C(=O)O)N)N(CCCl)CCCl.Cl. Drug 2: CC1=C2C(C(=O)C3(C(CC4C(C3C(C(C2(C)C)(CC1OC(=O)C(C(C5=CC=CC=C5)NC(=O)C6=CC=CC=C6)O)O)OC(=O)C7=CC=CC=C7)(CO4)OC(=O)C)O)C)OC(=O)C. Cell line: TK-10. Synergy scores: CSS=19.4, Synergy_ZIP=-1.98, Synergy_Bliss=3.96, Synergy_Loewe=-10.9, Synergy_HSA=1.40. (10) Drug 1: C1CC(=O)NC(=O)C1N2CC3=C(C2=O)C=CC=C3N. Drug 2: CC1=CC2C(CCC3(C2CCC3(C(=O)C)OC(=O)C)C)C4(C1=CC(=O)CC4)C. Cell line: 786-0. Synergy scores: CSS=0.642, Synergy_ZIP=-0.912, Synergy_Bliss=-1.77, Synergy_Loewe=-3.34, Synergy_HSA=-3.25.